Dataset: Full USPTO retrosynthesis dataset with 1.9M reactions from patents (1976-2016). Task: Predict the reactants needed to synthesize the given product. Given the product [CH3:18][N:16]1[C:15](=[O:17])[O:14][N:13]=[C:12]1[C:9]1[CH:8]=[CH:7][C:6]([N+:3]([O-:5])=[O:4])=[CH:11][CH:10]=1, predict the reactants needed to synthesize it. The reactants are: [H-].[Na+].[N+:3]([C:6]1[CH:11]=[CH:10][C:9]([C:12]2[NH:16][C:15](=[O:17])[O:14][N:13]=2)=[CH:8][CH:7]=1)([O-:5])=[O:4].[CH3:18]I.